This data is from CYP2C9 inhibition data for predicting drug metabolism from PubChem BioAssay. The task is: Regression/Classification. Given a drug SMILES string, predict its absorption, distribution, metabolism, or excretion properties. Task type varies by dataset: regression for continuous measurements (e.g., permeability, clearance, half-life) or binary classification for categorical outcomes (e.g., BBB penetration, CYP inhibition). Dataset: cyp2c9_veith. (1) The drug is CON(C)C(=O)c1nnc2c(n1)[nH]c1ccccc12. The result is 0 (non-inhibitor). (2) The result is 0 (non-inhibitor). The molecule is CC(=O)O.CC[C@H]1CC[C@H]2[C@@H]3CC=C4C[C@H](OC(C)=O)[C@@H](N)C[C@@]4(C)[C@H]3CC[C@@]12C. (3) The molecule is C=C1C[C@@]23C[C@H]4[C@H]5[C@@]67[C@H](OC(C)=O)[C@@H](OC(=O)c8ccccc8)C[C@@]5(C)CN4[C@@H]6[C@@H]2[C@H](O)[C@@H]1[C@H](OC(C)=O)[C@H]37. The result is 0 (non-inhibitor). (4) The compound is CCCCCCCCCCCCCCCC(=O)NC(C)C. The result is 0 (non-inhibitor).